Dataset: Reaction yield outcomes from USPTO patents with 853,638 reactions. Task: Predict the reaction yield, written as a fraction of the theoretical maximum amount of product (1.0 means a 100% yield; for example, 0.34 means a 34% yield). (1) The reactants are I[C:2]1[CH:3]=[C:4]([CH:7]=[CH:8][CH:9]=1)[C:5]#N.[C:10]([C@@H:12]1[N:17]2[CH2:18][CH2:19][N:20]([C:22]3[C:23]([C:28]#[N:29])=[N:24][CH:25]=[CH:26][N:27]=3)[CH2:21][C@@H:16]2[CH2:15][CH2:14][CH2:13]1)#C.CCN(CC)CC.C(Cl)[Cl:38]. The catalyst is C1COCC1.Cl[Pd](Cl)([P](C1C=CC=CC=1)(C1C=CC=CC=1)C1C=CC=CC=1)[P](C1C=CC=CC=1)(C1C=CC=CC=1)C1C=CC=CC=1.[Cu]I. The product is [Cl:38][C:2]1[CH:3]=[C:4]([C:5]#[C:10][C@@H:12]2[N:17]3[CH2:18][CH2:19][N:20]([C:22]4[C:23]([C:28]#[N:29])=[N:24][CH:25]=[CH:26][N:27]=4)[CH2:21][C@@H:16]3[CH2:15][CH2:14][CH2:13]2)[CH:7]=[CH:8][CH:9]=1. The yield is 0.730. (2) The reactants are [C:1]([O:4][C:5]1[CH:6]=[C:7]([CH:29]=[CH:30][C:31]=1[CH3:32])[NH:8][C:9]1[C:18]2[C:13](=[CH:14][C:15]([O:21]CC3C=CC=CC=3)=[C:16]([O:19][CH3:20])[CH:17]=2)[N:12]=[CH:11][N:10]=1)(=[O:3])[CH3:2].[H][H]. The catalyst is [Pd].CO.CN(C=O)C.ClC(Cl)Cl. The product is [C:1]([O:4][C:5]1[CH:6]=[C:7]([CH:29]=[CH:30][C:31]=1[CH3:32])[NH:8][C:9]1[C:18]2[C:13](=[CH:14][C:15]([OH:21])=[C:16]([O:19][CH3:20])[CH:17]=2)[N:12]=[CH:11][N:10]=1)(=[O:3])[CH3:2]. The yield is 1.00. (3) The reactants are [C:1]([C:5]1[N:9]([CH2:10][CH:11]2[CH2:16][CH2:15][O:14][CH2:13][CH2:12]2)[C:8]2[CH:17]=[CH:18][C:19]([S:21](Cl)(=[O:23])=[O:22])=[CH:20][C:7]=2[N:6]=1)([CH3:4])([CH3:3])[CH3:2].[CH3:25][C:26]1[CH:27]=[N:28][NH:29][CH:30]=1. The catalyst is CN(C1C=CN=CC=1)C.CC#N. The product is [C:1]([C:5]1[N:9]([CH2:10][CH:11]2[CH2:16][CH2:15][O:14][CH2:13][CH2:12]2)[C:8]2[CH:17]=[CH:18][C:19]([S:21]([N:28]3[CH:27]=[C:26]([CH3:25])[CH:30]=[N:29]3)(=[O:23])=[O:22])=[CH:20][C:7]=2[N:6]=1)([CH3:4])([CH3:3])[CH3:2]. The yield is 0.400. (4) The reactants are [Br:1][CH2:2][CH2:3][O:4][C:5]1[CH:10]=[CH:9][C:8]([NH:11]C(=O)C)=[CH:7][C:6]=1[C:15]1[N:16]([CH3:20])[N:17]=[CH:18][CH:19]=1.S(=O)(=O)(O)O. The catalyst is CO. The product is [Br:1][CH2:2][CH2:3][O:4][C:5]1[CH:10]=[CH:9][C:8]([NH2:11])=[CH:7][C:6]=1[C:15]1[N:16]([CH3:20])[N:17]=[CH:18][CH:19]=1. The yield is 0.990. (5) The yield is 0.970. The product is [C:2]1([C:1]([C:9]2[S:13][C:12]([NH2:14])=[N:11][C:10]=2[C:22]2[O:23][CH:24]=[CH:25][CH:26]=2)=[O:8])[CH:3]=[CH:4][CH:5]=[CH:6][CH:7]=1. The catalyst is FC(F)(F)C(O)=O. The reactants are [C:1]([C:9]1[S:13][C:12]([NH:14]C(=O)OC(C)(C)C)=[N:11][C:10]=1[C:22]1[O:23][CH:24]=[CH:25][CH:26]=1)(=[O:8])[C:2]1[CH:7]=[CH:6][CH:5]=[CH:4][CH:3]=1. (6) The reactants are [Si:1]([O:18][CH:19]1[CH2:22][N:21]([C:23]2[S:24][CH:25]=[C:26]([C:28](=[O:36])[N:29]([CH2:33][CH2:34]O)[CH:30]([CH3:32])[CH3:31])[N:27]=2)[CH2:20]1)([C:14]([CH3:17])([CH3:16])[CH3:15])([C:8]1[CH:13]=[CH:12][CH:11]=[CH:10][CH:9]=1)[C:2]1[CH:7]=[CH:6][CH:5]=[CH:4][CH:3]=1.C1(P([N:51]=[N+:52]=[N-:53])(C2C=CC=CC=2)=O)C=CC=CC=1.C1(P(C2C=CC=CC=2)C2C=CC=CC=2)C=CC=CC=1.CCOC(/N=N/C(OCC)=O)=O.C1(C)C=CC=CC=1. The catalyst is O1CCCC1. The product is [N:51]([CH2:34][CH2:33][N:29]([CH:30]([CH3:31])[CH3:32])[C:28]([C:26]1[N:27]=[C:23]([N:21]2[CH2:20][CH2:19][CH2:22]2)[S:24][CH:25]=1)=[O:36])=[N+:52]=[N-:53].[Si:1]([O:18][CH:19]1[CH2:20][NH:21][CH2:22]1)([C:14]([CH3:17])([CH3:15])[CH3:16])([C:2]1[CH:7]=[CH:6][CH:5]=[CH:4][CH:3]=1)[C:8]1[CH:9]=[CH:10][CH:11]=[CH:12][CH:13]=1. The yield is 0.870. (7) The reactants are [Br:1][C:2]1[CH:3]=[CH:4][C:5]([O:8][C:9]2[CH:14]=[CH:13][CH:12]=[C:11]([CH2:15]Cl)[CH:10]=2)=[N:6][CH:7]=1.[CH2:17]([O:19][P:20]([O:24]CC)[O:21][CH2:22][CH3:23])[CH3:18]. The catalyst is CCCCCCC. The product is [Br:1][C:2]1[CH:3]=[CH:4][C:5]([O:8][C:9]2[CH:10]=[C:11]([CH:12]=[CH:13][CH:14]=2)[CH2:15][P:20](=[O:24])([O:21][CH2:22][CH3:23])[O:19][CH2:17][CH3:18])=[N:6][CH:7]=1. The yield is 0.810. (8) The reactants are [CH2:1]([C:3]1[CH:8]=[C:7]([CH3:9])[CH:6]=[C:5]([CH2:10][CH3:11])[C:4]=1[C:12]1[C:13](=[O:28])[N:14]([CH3:27])[N:15]=[C:16]([OH:26])[C:17]=1[O:18][CH2:19][C:20]1[CH:25]=[CH:24][CH:23]=[CH:22][CH:21]=1)[CH3:2].[H-].[Na+].[CH3:31][O:32][CH2:33]Cl. The catalyst is CN(C=O)C. The product is [CH2:1]([C:3]1[CH:8]=[C:7]([CH3:9])[CH:6]=[C:5]([CH2:10][CH3:11])[C:4]=1[C:12]1[C:13](=[O:28])[N:14]([CH3:27])[N:15]=[C:16]([O:26][CH2:31][O:32][CH3:33])[C:17]=1[O:18][CH2:19][C:20]1[CH:25]=[CH:24][CH:23]=[CH:22][CH:21]=1)[CH3:2]. The yield is 0.850.